Dataset: Forward reaction prediction with 1.9M reactions from USPTO patents (1976-2016). Task: Predict the product of the given reaction. (1) Given the reactants [Cl-].[CH3:2][Zn+].Cl[C:5]1[N:10]=[C:9]2[N:11](S(C3C=CC=CC=3)(=O)=O)[CH:12]=[CH:13][C:8]2=[CH:7][CH:6]=1, predict the reaction product. The product is: [CH3:2][C:5]1[N:10]=[C:9]2[C:8]([CH:13]=[CH:12][NH:11]2)=[CH:7][CH:6]=1. (2) Given the reactants [Cl:1][C:2]1[CH:7]=[C:6]2[NH:8][C:9](=[O:41])[C:10]3([CH:15]([C:16]4[CH:21]=[C:20]([Cl:22])[CH:19]=[CH:18][C:17]=4[O:23][C:24]([C:27]([O:29]CC)=[O:28])([CH3:26])[CH3:25])[CH2:14][C:13](=[O:32])[NH:12][CH:11]3[C:33]3[CH:38]=[C:37]([F:39])[CH:36]=[CH:35][C:34]=3[CH3:40])[C:5]2=[CH:4][CH:3]=1.[OH-].[K+], predict the reaction product. The product is: [Cl:1][C:2]1[CH:7]=[C:6]2[NH:8][C:9](=[O:41])[C:10]3([CH:15]([C:16]4[CH:21]=[C:20]([Cl:22])[CH:19]=[CH:18][C:17]=4[O:23][C:24]([C:27]([OH:29])=[O:28])([CH3:25])[CH3:26])[CH2:14][C:13](=[O:32])[NH:12][CH:11]3[C:33]3[CH:38]=[C:37]([F:39])[CH:36]=[CH:35][C:34]=3[CH3:40])[C:5]2=[CH:4][CH:3]=1. (3) Given the reactants [F:1][C:2]1[CH:9]=[C:8]([OH:10])[CH:7]=[CH:6][C:3]=1[C:4]#N.[CH2:11](I)[CH3:12].[C:14]([NH:18][OH:19])([CH3:17])([CH3:16])[CH3:15], predict the reaction product. The product is: [F:1][C:2]1[CH:9]=[C:8]([O:10][CH2:11][CH3:12])[CH:7]=[CH:6][C:3]=1[CH:4]=[N+:18]([C:14]([CH3:17])([CH3:16])[CH3:15])[O-:19]. (4) Given the reactants [CH:1]1[C:13]2[CH:12]([CH2:14][O:15][C:16]([NH:18][CH:19]3[CH2:24][CH2:23][N:22]([CH2:25][C:26]4[CH:34]=[CH:33][C:29]([C:30](O)=[O:31])=[CH:28][CH:27]=4)[CH2:21][CH2:20]3)=[O:17])[C:11]3[C:6](=[CH:7][CH:8]=[CH:9][CH:10]=3)[C:5]=2[CH:4]=[CH:3][CH:2]=1.CN(C(ON1N=NC2C=CC=CC1=2)=[N+](C)C)C.[B-](F)(F)(F)F.CCN(C(C)C)C(C)C.[NH2:66][CH2:67][CH2:68][O:69][CH2:70][CH2:71][O:72][CH2:73][CH2:74][NH:75][C:76](=[O:82])[O:77][C:78]([CH3:81])([CH3:80])[CH3:79], predict the reaction product. The product is: [C:78]([O:77][C:76]([NH:75][CH2:74][CH2:73][O:72][CH2:71][CH2:70][O:69][CH2:68][CH2:67][NH:66][C:30]([C:29]1[CH:33]=[CH:34][C:26]([CH2:25][N:22]2[CH2:23][CH2:24][CH:19]([NH:18][C:16](=[O:17])[O:15][CH2:14][CH:12]3[C:13]4[CH:1]=[CH:2][CH:3]=[CH:4][C:5]=4[C:6]4[C:11]3=[CH:10][CH:9]=[CH:8][CH:7]=4)[CH2:20][CH2:21]2)=[CH:27][CH:28]=1)=[O:31])=[O:82])([CH3:79])([CH3:81])[CH3:80]. (5) Given the reactants [NH:1]1[CH:5]=[CH:4][N:3]=[N:2]1.[I-].[Na+].[OH-].[Na+].CS(O[CH2:15][CH2:16][CH2:17][CH2:18][C:19]1[CH:24]=[CH:23][C:22]([O:25][C:26]([CH3:29])([CH3:28])[CH3:27])=[CH:21][CH:20]=1)(=O)=O, predict the reaction product. The product is: [C:26]([O:25][C:22]1[CH:21]=[CH:20][C:19]([CH2:18][CH2:17][CH2:16][CH2:15][N:1]2[CH:5]=[CH:4][N:3]=[N:2]2)=[CH:24][CH:23]=1)([CH3:29])([CH3:28])[CH3:27].